This data is from Full USPTO retrosynthesis dataset with 1.9M reactions from patents (1976-2016). The task is: Predict the reactants needed to synthesize the given product. Given the product [Cl:4][C:5]1[N:6]=[C:7]([N:23]2[CH2:28][CH2:27][O:26][CH2:25][CH2:24]2)[C:8]2[S:13][C:12]([C:14]3[CH:15]=[C:16]([C:20]([OH:22])([CH3:1])[CH3:21])[CH:17]=[CH:18][CH:19]=3)=[CH:11][C:9]=2[N:10]=1, predict the reactants needed to synthesize it. The reactants are: [CH3:1][Mg]Br.[Cl:4][C:5]1[N:6]=[C:7]([N:23]2[CH2:28][CH2:27][O:26][CH2:25][CH2:24]2)[C:8]2[S:13][C:12]([C:14]3[CH:15]=[C:16]([C:20](=[O:22])[CH3:21])[CH:17]=[CH:18][CH:19]=3)=[CH:11][C:9]=2[N:10]=1.